The task is: Predict the product of the given reaction.. This data is from Forward reaction prediction with 1.9M reactions from USPTO patents (1976-2016). (1) Given the reactants [CH3:1][C:2]([NH:22]C(=O)OC(C)(C)C)([CH3:21])[C:3]([NH:5][C:6]1[CH:11]=[CH:10][C:9]([O:12][C:13]2[CH:18]=[CH:17][CH:16]=[C:15]([O:19][CH3:20])[CH:14]=2)=[CH:8][CH:7]=1)=[O:4].C(O)(C(F)(F)F)=O, predict the reaction product. The product is: [CH3:21][C:2]([C:3]([NH:5][C:6]1[CH:11]=[CH:10][C:9]([O:12][C:13]2[CH:18]=[CH:17][CH:16]=[C:15]([O:19][CH3:20])[CH:14]=2)=[CH:8][CH:7]=1)=[O:4])([CH3:1])[NH2:22]. (2) Given the reactants [NH:1]1[C:5]2[CH:6]=[CH:7][CH:8]=[CH:9][C:4]=2[N:3]=[C:2]1[CH2:10][N:11]1[CH:16]=[CH:15][C:14]2[O:17][C:18]([CH3:20])=[CH:19][C:13]=2[C:12]1=[O:21].Br[CH2:23][CH2:24][CH2:25][Cl:26].C(=O)([O-])[O-].[K+].[K+].C(#N)C, predict the reaction product. The product is: [Cl:26][CH2:25][CH2:24][CH2:23][N:1]1[C:5]2[CH:6]=[CH:7][CH:8]=[CH:9][C:4]=2[N:3]=[C:2]1[CH2:10][N:11]1[CH:16]=[CH:15][C:14]2[O:17][C:18]([CH3:20])=[CH:19][C:13]=2[C:12]1=[O:21]. (3) Given the reactants [CH:1]1([CH3:11])[CH2:6][CH2:5][CH:4]([CH:7]([CH3:9])[CH3:8])[CH:3]([OH:10])[CH2:2]1.C1(C)CCC(C(C)C)C(O)C1.C[C@H]1C[C@H](O)[C@@H](C(C)C)CC1, predict the reaction product. The product is: [CH3:11][C@H:1]1[CH2:2][C@@H:3]([OH:10])[C@H:4]([CH:7]([CH3:9])[CH3:8])[CH2:5][CH2:6]1. (4) Given the reactants [C:1]1([C:7](=[N:14][CH:15]([CH2:18][CH2:19][F:20])[C:16]#[N:17])[C:8]2[CH:13]=[CH:12][CH:11]=[CH:10][CH:9]=2)[CH:6]=[CH:5][CH:4]=[CH:3][CH:2]=1.[CH2:21]([Li])CCC.IC, predict the reaction product. The product is: [C:1]1([C:7](=[N:14][C:15]([CH3:21])([CH2:18][CH2:19][F:20])[C:16]#[N:17])[C:8]2[CH:9]=[CH:10][CH:11]=[CH:12][CH:13]=2)[CH:2]=[CH:3][CH:4]=[CH:5][CH:6]=1. (5) Given the reactants [NH2:1][C:2]1[CH:3]=[CH:4][CH:5]=[C:6]2[C:11]=1[N:10]=[CH:9][CH:8]=[CH:7]2.[CH:12]([O:19][CH2:20][CH3:21])([O:16]CC)OCC.[N+:22]([CH2:25][C:26](OCC)=O)([O-])=O.[C:31](O)(=O)C, predict the reaction product. The product is: [CH2:20]([O:19][C:12]([C:25]1[N:22]=[CH:31][N:1]([C:2]2[CH:3]=[CH:4][CH:5]=[C:6]3[C:11]=2[N:10]=[CH:9][CH:8]=[CH:7]3)[CH:26]=1)=[O:16])[CH3:21]. (6) Given the reactants [F:1][C:2]([F:20])([S:13]([CH2:16][CH2:17][CH2:18][OH:19])(=[O:15])=[O:14])[C:3]([F:12])([F:11])[C:4]([F:10])([F:9])[C:5]([F:8])([F:7])[F:6].C(N(CC)CC)C.[Cl-].[Ca+2].[Cl-].[C:31](Cl)(=[O:34])[CH:32]=[CH2:33], predict the reaction product. The product is: [C:31]([O:19][CH2:18][CH2:17][CH2:16][S:13]([C:2]([F:1])([F:20])[C:3]([F:11])([F:12])[C:4]([F:10])([F:9])[C:5]([F:8])([F:7])[F:6])(=[O:15])=[O:14])(=[O:34])[CH:32]=[CH2:33].